From a dataset of Forward reaction prediction with 1.9M reactions from USPTO patents (1976-2016). Predict the product of the given reaction. (1) Given the reactants [Cl:1][C:2]1[C:3]([N:13]2[CH2:18][CH2:17][NH:16][CH2:15][CH2:14]2)=[N:4][CH:5]=[C:6]([CH:12]=1)[C:7]([O:9][CH2:10][CH3:11])=[O:8].[N:19]([C@H:22]([C:24]1[CH:29]=[CH:28][CH:27]=[CH:26][CH:25]=1)[CH3:23])=[C:20]=[O:21], predict the reaction product. The product is: [Cl:1][C:2]1[C:3]([N:13]2[CH2:18][CH2:17][N:16]([C:20]([NH:19][C@H:22]([C:24]3[CH:29]=[CH:28][CH:27]=[CH:26][CH:25]=3)[CH3:23])=[O:21])[CH2:15][CH2:14]2)=[N:4][CH:5]=[C:6]([CH:12]=1)[C:7]([O:9][CH2:10][CH3:11])=[O:8]. (2) Given the reactants C(NC(C)C)(C)C.C([Li])CCC.[S:13]1[CH:17]=[CH:16][CH:15]=[C:14]1[C:18]([O:20][C:21]([CH3:24])([CH3:23])[CH3:22])=[O:19].[CH2:25]([Sn:29](Cl)([CH2:34][CH2:35][CH2:36][CH3:37])[CH2:30][CH2:31][CH2:32][CH3:33])[CH2:26][CH2:27][CH3:28], predict the reaction product. The product is: [CH2:34]([Sn:29]([CH2:25][CH2:26][CH2:27][CH3:28])([CH2:30][CH2:31][CH2:32][CH3:33])[C:17]1[S:13][C:14]([C:18]([O:20][C:21]([CH3:24])([CH3:23])[CH3:22])=[O:19])=[CH:15][CH:16]=1)[CH2:35][CH2:36][CH3:37]. (3) Given the reactants C(OC(=O)[NH:7][CH2:8][CH2:9][CH:10]1[CH2:15][CH2:14][N:13]([C:16]2[C:25]3[C:20](=[N:21][CH:22]=[C:23]([O:26][CH3:27])[CH:24]=3)[N:19]=[CH:18][CH:17]=2)[CH2:12][CH2:11]1)(C)(C)C.C(O)(C(F)(F)F)=O, predict the reaction product. The product is: [CH3:27][O:26][C:23]1[CH:24]=[C:25]2[C:20](=[N:21][CH:22]=1)[N:19]=[CH:18][CH:17]=[C:16]2[N:13]1[CH2:14][CH2:15][CH:10]([CH2:9][CH2:8][NH2:7])[CH2:11][CH2:12]1. (4) Given the reactants [CH:1]1([C@H:5]([NH:13][C:14]([C:16]2[C:21]([CH3:22])=[CH:20][C:19](=[O:23])[N:18]([C:24]3[CH:29]=[CH:28][CH:27]=[CH:26][CH:25]=3)[C:17]=2[CH3:30])=[O:15])[C:6]2[CH:11]=[CH:10][CH:9]=[C:8]([F:12])[CH:7]=2)[CH2:4][CH2:3][CH2:2]1.[B-](F)(F)(F)[F:32].[B-](F)(F)(F)F.C1[N+]2(CCl)CC[N+](F)(CC2)C1, predict the reaction product. The product is: [CH:1]1([C@H:5]([NH:13][C:14]([C:16]2[C:21]([CH3:22])=[C:20]([F:32])[C:19](=[O:23])[N:18]([C:24]3[CH:25]=[CH:26][CH:27]=[CH:28][CH:29]=3)[C:17]=2[CH3:30])=[O:15])[C:6]2[CH:11]=[CH:10][CH:9]=[C:8]([F:12])[CH:7]=2)[CH2:4][CH2:3][CH2:2]1.